From a dataset of Reaction yield outcomes from USPTO patents with 853,638 reactions. Predict the reaction yield, written as a fraction of the theoretical maximum amount of product (1.0 means a 100% yield; for example, 0.34 means a 34% yield). (1) The reactants are [CH3:1][O:2][C:3]1[CH:4]=[C:5]2[C:10](=[CH:11][C:12]=1[O:13][CH3:14])[N:9]=[CH:8][CH:7]=[C:6]2[O:15][C:16]1[CH:22]=[CH:21][C:19]([NH2:20])=[C:18]([CH3:23])[C:17]=1[CH3:24].Cl[C:26](Cl)([O:28][C:29](=[O:35])OC(Cl)(Cl)Cl)Cl.[N:37]1[CH:42]=[CH:41][CH:40]=[C:39](CO)[CH:38]=1.C(=O)(O)[O-].[Na+]. The catalyst is C(Cl)Cl.C(N(CC)CC)C.C1(C)C=CC=CC=1. The product is [CH3:1][O:2][C:3]1[CH:4]=[C:5]2[C:10](=[CH:11][C:12]=1[O:13][CH3:14])[N:9]=[CH:8][CH:7]=[C:6]2[O:15][C:16]1[CH:22]=[CH:21][C:19]([NH:20][C:29](=[O:35])[O:28][CH2:26][C:39]2[CH:38]=[N:37][CH:42]=[CH:41][CH:40]=2)=[C:18]([CH3:23])[C:17]=1[CH3:24]. The yield is 1.00. (2) The reactants are [H-].[Na+].[CH:3]([C:5]1[CH:6]=[CH:7][CH:8]=[C:9]2[C:13]=1[NH:12][CH:11]=[CH:10]2)=[CH2:4].Br[CH2:15][CH2:16][CH2:17][CH:18]=[CH2:19].O. The catalyst is CN(C)C=O.C(OCC)(=O)C. The product is [CH2:19]([N:12]1[C:13]2[C:9](=[CH:8][CH:7]=[CH:6][C:5]=2[CH:3]=[CH2:4])[CH:10]=[CH:11]1)[CH2:18][CH2:17][CH:16]=[CH2:15]. The yield is 0.730. (3) The reactants are [NH2:1][C:2]1[CH:3]=[C:4]([C:8]#[C:9][C:10]2[N:11]([CH2:23][CH3:24])[C:12]3[C:17]([C:18]=2[C:19]#[N:20])=[CH:16][CH:15]=[C:14]([O:21][CH3:22])[CH:13]=3)[CH:5]=[CH:6][CH:7]=1.[CH2:25]([N:27]=[C:28]=[O:29])[CH3:26]. The catalyst is N1C=CC=CC=1.CCOC(C)=O. The product is [C:19]([C:18]1[C:17]2[C:12](=[CH:13][C:14]([O:21][CH3:22])=[CH:15][CH:16]=2)[N:11]([CH2:23][CH3:24])[C:10]=1[C:9]#[C:8][C:4]1[CH:3]=[C:2]([NH:1][C:28]([NH:27][CH2:25][CH3:26])=[O:29])[CH:7]=[CH:6][CH:5]=1)#[N:20]. The yield is 0.360. (4) The reactants are [O:1]([CH2:8][C:9]1[CH:10]=[C:11]([C:23](O)=[O:24])[N:12]([CH2:14][CH2:15][NH:16][C@H:17]([CH3:22])[C:18]([CH3:21])([CH3:20])[CH3:19])[N:13]=1)[C:2]1[CH:7]=[CH:6][CH:5]=[CH:4][CH:3]=1.CN(C(ON1N=NC2C=CC=NC1=2)=[N+](C)C)C.F[P-](F)(F)(F)(F)F.CCN(C(C)C)C(C)C. The catalyst is CN(C=O)C. The product is [O:1]([CH2:8][C:9]1[CH:10]=[C:11]2[C:23](=[O:24])[N:16]([C@H:17]([CH3:22])[C:18]([CH3:19])([CH3:20])[CH3:21])[CH2:15][CH2:14][N:12]2[N:13]=1)[C:2]1[CH:3]=[CH:4][CH:5]=[CH:6][CH:7]=1. The yield is 0.170.